Dataset: Full USPTO retrosynthesis dataset with 1.9M reactions from patents (1976-2016). Task: Predict the reactants needed to synthesize the given product. (1) Given the product [C:39]1([C:21]2[O:22][C:23]3[N:24]=[CH:25][N:26]=[C:27]([NH:29][CH2:30][CH2:31][CH2:32][CH2:33][CH2:34][C:35]([O:37][CH3:38])=[O:36])[C:28]=3[C:20]=2[B:9]2[O:10][C:11]([CH3:16])([CH3:17])[C:12]([CH3:14])([CH3:15])[O:13]2)[CH:40]=[CH:41][CH:42]=[CH:43][CH:44]=1, predict the reactants needed to synthesize it. The reactants are: [CH3:16][C:11]1([CH3:17])[C:12]([CH3:15])([CH3:14])[O:13][B:9]([B:9]2[O:13][C:12]([CH3:15])([CH3:14])[C:11]([CH3:17])([CH3:16])[O:10]2)[O:10]1.Br[C:20]1[C:28]2[C:27]([NH:29][CH2:30][CH2:31][CH2:32][CH2:33][CH2:34][C:35]([O:37][CH3:38])=[O:36])=[N:26][CH:25]=[N:24][C:23]=2[O:22][C:21]=1[C:39]1[CH:44]=[CH:43][CH:42]=[CH:41][CH:40]=1.C([O-])(=O)C.[K+].O. (2) Given the product [OH:3][C:4]1[NH:12][C:11]2[C:6](=[N:7][CH:8]=[CH:9][CH:10]=2)[C:5]=1[C:13]#[N:14], predict the reactants needed to synthesize it. The reactants are: C([O:3][C:4](=O)[CH:5]([C:13]#[N:14])[C:6]1[C:11]([NH2:12])=[CH:10][CH:9]=[CH:8][N:7]=1)C.C1(C)C(C)=CC=CC=1. (3) Given the product [NH2:39][C:29]([C:18]1[CH:17]=[C:16]([C:13]2[CH:12]=[CH:11][C:10]([CH2:9][NH:8][C:6](=[O:7])[O:5][C:1]([CH3:2])([CH3:3])[CH3:4])=[CH:15][CH:14]=2)[N:20]([C:21]2[CH:22]=[CH:23][C:24]([O:27][CH3:28])=[CH:25][CH:26]=2)[N:19]=1)=[O:31], predict the reactants needed to synthesize it. The reactants are: [C:1]([O:5][C:6]([NH:8][CH2:9][C:10]1[CH:15]=[CH:14][C:13]([C:16]2[N:20]([C:21]3[CH:26]=[CH:25][C:24]([O:27][CH3:28])=[CH:23][CH:22]=3)[N:19]=[C:18]([C:29]([O:31]CC)=O)[CH:17]=2)=[CH:12][CH:11]=1)=[O:7])([CH3:4])([CH3:3])[CH3:2].C[O-].[Na+].C([NH2:39])=O. (4) Given the product [O:1]1[C:5]2[CH:6]=[CH:7][C:8]([NH:10][S:11]([C:14]3[CH:19]=[C:18](/[C:20](=[CH:30]\[N:31]([CH3:33])[CH3:32])/[C:21](=[O:23])[CH3:22])[CH:17]=[CH:16][C:15]=3[Cl:24])(=[O:13])=[O:12])=[CH:9][C:4]=2[O:3][CH2:2]1, predict the reactants needed to synthesize it. The reactants are: [O:1]1[C:5]2[CH:6]=[CH:7][C:8]([NH:10][S:11]([C:14]3[CH:19]=[C:18]([CH2:20][C:21](=[O:23])[CH3:22])[CH:17]=[CH:16][C:15]=3[Cl:24])(=[O:13])=[O:12])=[CH:9][C:4]=2[O:3][CH2:2]1.C(O[CH:30](N(C)C)[N:31]([CH3:33])[CH3:32])(C)(C)C. (5) Given the product [C:12]([NH:11][C:10]1[C:6]([C:4]([OH:5])=[O:3])=[N:7][N:8]([CH2:15][C:16]2[CH:21]=[CH:20][C:19]([O:22][CH3:23])=[CH:18][CH:17]=2)[CH:9]=1)(=[O:14])[CH3:13], predict the reactants needed to synthesize it. The reactants are: C([O:3][C:4]([C:6]1[C:10]([NH:11][C:12](=[O:14])[CH3:13])=[CH:9][N:8]([CH2:15][C:16]2[CH:21]=[CH:20][C:19]([O:22][CH3:23])=[CH:18][CH:17]=2)[N:7]=1)=[O:5])C.O.[OH-].[Li+]. (6) Given the product [F:1][C:2]1[CH:7]=[CH:6][CH:5]=[CH:4][C:3]=1[C:8]1[N:9]=[N:10][N:11]2[C:20]3[C:15](=[CH:16][CH:17]=[CH:18][CH:19]=3)[C:14]([N:21]3[CH2:22][CH2:23][N:24]([CH2:29][CH2:30][N:31]4[CH2:35][CH2:34][CH2:33][CH2:32]4)[CH2:25][CH2:26]3)=[N:13][C:12]=12, predict the reactants needed to synthesize it. The reactants are: [F:1][C:2]1[CH:7]=[CH:6][CH:5]=[CH:4][C:3]=1[C:8]1[N:9]=[N:10][N:11]2[C:20]3[C:15](=[CH:16][CH:17]=[CH:18][CH:19]=3)[C:14]([N:21]3[CH2:26][CH2:25][NH:24][CH2:23][CH2:22]3)=[N:13][C:12]=12.Cl.Cl[CH2:29][CH2:30][N:31]1[CH2:35][CH2:34][CH2:33][CH2:32]1.C(N(CC)CC)C. (7) Given the product [C:1]([O:5][C:6](=[O:43])[NH:7][C@H:8]1[CH2:9][CH2:10][C@H:11]([N:14]([CH2:15][CH3:16])[C:17]2[C:18]3[CH2:40][CH:35]=[CH:34][CH2:33][CH2:32][C:31]4[CH:30]=[C:29]([CH3:36])[N:28]=[C:27]([O:37][CH3:38])[C:26]=4[CH2:25][NH:24][C:23](=[O:39])[C:19]=3[CH:20]=[CH:21][CH:22]=2)[CH2:12][CH2:13]1)([CH3:2])([CH3:3])[CH3:4], predict the reactants needed to synthesize it. The reactants are: [C:1]([O:5][C:6](=[O:43])[NH:7][C@H:8]1[CH2:13][CH2:12][C@H:11]([N:14]([C:17]2[CH:22]=[CH:21][CH:20]=[C:19]([C:23](=[O:39])[NH:24][CH2:25][C:26]3[C:27]([O:37][CH3:38])=[N:28][C:29]([CH3:36])=[CH:30][C:31]=3[CH2:32][CH2:33][CH:34]=[CH2:35])[C:18]=2[CH2:40]C=C)[CH2:15][CH3:16])[CH2:10][CH2:9]1)([CH3:4])([CH3:3])[CH3:2]. (8) Given the product [CH3:1][O:2][C:3]([CH:5]1[CH2:9][CH:8]([O:10][C:39]2[CH:40]=[CH:41][CH:42]=[CH:43][C:38]=2[F:37])[CH2:7][N:6]1[C:11]([O:13][C:14]([CH3:17])([CH3:16])[CH3:15])=[O:12])=[O:4], predict the reactants needed to synthesize it. The reactants are: [CH3:1][O:2][C:3]([C@@H:5]1[CH2:9][C@@H:8]([OH:10])[CH2:7][N:6]1[C:11]([O:13][C:14]([CH3:17])([CH3:16])[CH3:15])=[O:12])=[O:4].C1(P(C2C=CC=CC=2)C2C=CC=CC=2)C=CC=CC=1.[F:37][C:38]1[CH:43]=[CH:42][CH:41]=[CH:40][C:39]=1O.CC(OC(/N=N/C(OC(C)C)=O)=O)C. (9) The reactants are: [CH2:1]([O:5][C:6]([C:8]1[N:9]=[C:10](Br)[C:11]2[C:16]([C:17]=1[OH:18])=[CH:15][C:14]([O:19][C:20]1[CH:28]=[CH:27][C:23]3[O:24][CH2:25][O:26][C:22]=3[CH:21]=1)=[CH:13][CH:12]=2)=[O:7])[CH2:2][CH2:3][CH3:4].[C:30]([Cu])#[N:31]. Given the product [CH2:1]([O:5][C:6]([C:8]1[N:9]=[C:10]([C:30]#[N:31])[C:11]2[C:16]([C:17]=1[OH:18])=[CH:15][C:14]([O:19][C:20]1[CH:28]=[CH:27][C:23]3[O:24][CH2:25][O:26][C:22]=3[CH:21]=1)=[CH:13][CH:12]=2)=[O:7])[CH2:2][CH2:3][CH3:4], predict the reactants needed to synthesize it.